From a dataset of Full USPTO retrosynthesis dataset with 1.9M reactions from patents (1976-2016). Predict the reactants needed to synthesize the given product. (1) Given the product [F:21][C:15]1[CH:16]=[C:17]([CH2:19][CH2:20][OH:31])[CH:18]=[C:2]([F:1])[C:3]=1[O:4][C:5]1[CH:10]=[N:9][C:8]([C:11]([F:12])([F:13])[F:14])=[N:7][CH:6]=1, predict the reactants needed to synthesize it. The reactants are: [F:1][C:2]1[CH:18]=[C:17]([CH:19]=[CH2:20])[CH:16]=[C:15]([F:21])[C:3]=1[O:4][C:5]1[CH:6]=[N:7][C:8]([C:11]([F:14])([F:13])[F:12])=[N:9][CH:10]=1.B1C2CCCC1CCC2.[OH-:31].[Na+].OO. (2) The reactants are: [CH2:1]1[O:43][C:42]2[CH:41]=[CH:40][C:5]([CH2:6][N:7]([S:27]([C:30]3[C:35]([CH3:36])=[CH:34][C:33]([O:37][CH3:38])=[CH:32][C:31]=3[CH3:39])(=[O:29])=[O:28])[C@H:8]([CH2:12][NH:13][C:14]([C:16]3[CH:21]=[CH:20][CH:19]=[CH:18][C:17]=3[N:22]3[CH:26]=[CH:25][CH:24]=[CH:23]3)=[O:15])[C:9](O)=[O:10])=[CH:4][C:3]=2[O:2]1.[CH2:44]([O:51][NH2:52])[C:45]1[CH:50]=[CH:49][CH:48]=[CH:47][CH:46]=1.O.ON1C2C=CC=CC=2N=N1.CN1CCOCC1. Given the product [CH2:44]([O:51][NH:52][C:9](=[O:10])[C@H:8]([N:7]([CH2:6][C:5]1[CH:40]=[CH:41][C:42]2[O:43][CH2:1][O:2][C:3]=2[CH:4]=1)[S:27]([C:30]1[C:31]([CH3:39])=[CH:32][C:33]([O:37][CH3:38])=[CH:34][C:35]=1[CH3:36])(=[O:28])=[O:29])[CH2:12][NH:13][C:14]([C:16]1[CH:21]=[CH:20][CH:19]=[CH:18][C:17]=1[N:22]1[CH:23]=[CH:24][CH:25]=[CH:26]1)=[O:15])[C:45]1[CH:50]=[CH:49][CH:48]=[CH:47][CH:46]=1, predict the reactants needed to synthesize it.